The task is: Predict the reactants needed to synthesize the given product.. This data is from Full USPTO retrosynthesis dataset with 1.9M reactions from patents (1976-2016). (1) Given the product [Cl:12][C:13]1[C:14]([NH:21][CH2:22][CH:23]2[CH2:25][CH:24]2[C:26]2[C:31]([O:32][CH3:33])=[CH:30][CH:29]=[CH:28][C:27]=2[F:34])=[CH:15][N:16]=[N:17][C:18]=1[NH:19][NH:20][C:9](=[O:11])[CH2:8][CH:5]1[CH2:6][CH2:7]1, predict the reactants needed to synthesize it. The reactants are: S(Cl)(Cl)=O.[CH:5]1([CH2:8][C:9]([OH:11])=O)[CH2:7][CH2:6]1.[Cl:12][C:13]1[C:14]([NH:21][CH2:22][CH:23]2[CH2:25][CH:24]2[C:26]2[C:31]([O:32][CH3:33])=[CH:30][CH:29]=[CH:28][C:27]=2[F:34])=[CH:15][N:16]=[N:17][C:18]=1[NH:19][NH2:20].C(=O)(O)[O-].[Na+]. (2) The reactants are: [N:1]([C:4]1[CH:9]=[CH:8][C:7]([C:10]2[C:14]([CH3:16])([CH3:15])[O:13][C:12](=[C:17]([C:20]#[N:21])[C:18]#[N:19])[C:11]=2[C:22]#[N:23])=[CH:6][CH:5]=1)=[N+:2]=[N-:3].[CH2:24]([N:26]([CH2:35][CH3:36])[C:27]1[CH:32]=[CH:31][C:30]([C:33]#[CH:34])=[CH:29][CH:28]=1)[CH3:25].O=C1O[C@H]([C@H](CO)O)C([O-])=C1O.[Na+].O. Given the product [C:22]([C:11]1[C:12](=[C:17]([C:20]#[N:21])[C:18]#[N:19])[O:13][C:14]([CH3:15])([CH3:16])[C:10]=1[C:7]1[CH:6]=[CH:5][C:4]([N:1]2[CH:34]=[C:33]([C:30]3[CH:31]=[CH:32][C:27]([N:26]([CH2:35][CH3:36])[CH2:24][CH3:25])=[CH:28][CH:29]=3)[N:3]=[N:2]2)=[CH:9][CH:8]=1)#[N:23], predict the reactants needed to synthesize it.